This data is from Forward reaction prediction with 1.9M reactions from USPTO patents (1976-2016). The task is: Predict the product of the given reaction. (1) Given the reactants [Br:1][C:2]1[C:6]2=[N:7][CH:8]=[CH:9][C:10]([O:11][CH3:12])=[C:5]2[S:4][C:3]=1[C:13]([O:15]C)=[O:14].O[Li].O.C1COCC1.CO.O, predict the reaction product. The product is: [Br:1][C:2]1[C:6]2=[N:7][CH:8]=[CH:9][C:10]([O:11][CH3:12])=[C:5]2[S:4][C:3]=1[C:13]([OH:15])=[O:14]. (2) The product is: [CH3:17][C:16]1[O:15][N:14]=[C:13]([C:18]2[CH:19]=[CH:20][CH:21]=[CH:22][CH:23]=2)[C:12]=1[C:11]#[C:10][C:6]1[CH:5]=[C:4]([CH:9]=[CH:8][CH:7]=1)[C:3]([OH:24])=[O:2]. Given the reactants C[O:2][C:3](=[O:24])[C:4]1[CH:9]=[CH:8][CH:7]=[C:6]([C:10]#[C:11][C:12]2[C:13]([C:18]3[CH:23]=[CH:22][CH:21]=[CH:20][CH:19]=3)=[N:14][O:15][C:16]=2[CH3:17])[CH:5]=1.[OH-].[Na+], predict the reaction product. (3) Given the reactants Cl[C:2]1[C:11]2[C:6](=[CH:7][CH:8]=[C:9]([CH:12]=[O:13])[CH:10]=2)[N:5]=[CH:4][CH:3]=1.[N:14]1[CH:19]=[CH:18][C:17](B(O)O)=[CH:16][CH:15]=1.C([O-])([O-])=O.[K+].[K+], predict the reaction product. The product is: [N:14]1[CH:19]=[CH:18][C:17]([C:2]2[C:11]3[C:6](=[CH:7][CH:8]=[C:9]([CH:12]=[O:13])[CH:10]=3)[N:5]=[CH:4][CH:3]=2)=[CH:16][CH:15]=1. (4) Given the reactants [C:1]1([N:7]([C:9]([CH:11]2[CH2:14][CH2:13][CH2:12]2)=[O:10])N)[CH:6]=[CH:5][CH:4]=[CH:3][CH:2]=1.[H-].[Ca+2].[H-].[H][H].Cl.[OH-].[Na+], predict the reaction product. The product is: [NH:7]1[C:1]2[C:6](=[CH:5][CH:4]=[CH:3][CH:2]=2)[C:11]2([CH2:14][CH2:13][CH2:12]2)[C:9]1=[O:10]. (5) Given the reactants [F:1][C:2]1[CH:7]=[CH:6][C:5]([F:8])=[CH:4][C:3]=1[C@H:9]1[CH2:13][CH2:12][CH2:11][N:10]1[C:14]1[CH:19]=[CH:18][N:17]2[N:20]=[CH:21][C:22]([NH2:23])=[C:16]2[N:15]=1.[N:24]([C:27]1[CH:32]=[CH:31][CH:30]=[CH:29][CH:28]=1)=[C:25]=[O:26], predict the reaction product. The product is: [F:1][C:2]1[CH:7]=[CH:6][C:5]([F:8])=[CH:4][C:3]=1[C@H:9]1[CH2:13][CH2:12][CH2:11][N:10]1[C:14]1[CH:19]=[CH:18][N:17]2[N:20]=[CH:21][C:22]([NH:23][C:25]([NH:24][C:27]3[CH:32]=[CH:31][CH:30]=[CH:29][CH:28]=3)=[O:26])=[C:16]2[N:15]=1. (6) Given the reactants Br[C:2]1[CH:3]=[C:4]2[C:10]([C:11]3[CH:21]=[CH:20][C:14]([CH2:15][NH:16][C:17](=[O:19])[CH3:18])=[CH:13][CH:12]=3)=[CH:9][N:8](S(C3C=CC(C)=CC=3)(=O)=O)[C:5]2=[N:6][CH:7]=1.[CH3:32][O:33][C:34]1[CH:35]=[C:36](B(O)O)[CH:37]=[C:38]([O:42][CH3:43])[C:39]=1[O:40][CH3:41].C([O-])([O-])=O.[Na+].[Na+].CCOC(C)=O, predict the reaction product. The product is: [CH3:43][O:42][C:38]1[CH:37]=[C:36]([C:2]2[CH:3]=[C:4]3[C:10]([C:11]4[CH:21]=[CH:20][C:14]([CH2:15][NH:16][C:17](=[O:19])[CH3:18])=[CH:13][CH:12]=4)=[CH:9][NH:8][C:5]3=[N:6][CH:7]=2)[CH:35]=[C:34]([O:33][CH3:32])[C:39]=1[O:40][CH3:41]. (7) Given the reactants [C:1]([C:5]1[CH:10]=[CH:9][C:8]([C:11]2[NH:12][C@@:13]([C:25]3[CH:30]=[CH:29][C:28]([Cl:31])=[CH:27][CH:26]=3)([CH3:24])[C@@:14]([C:17]3[CH:22]=[CH:21][C:20]([Cl:23])=[CH:19][CH:18]=3)([CH3:16])[N:15]=2)=[C:7]([O:32][CH2:33][CH3:34])[CH:6]=1)([CH3:4])([CH3:3])[CH3:2].Cl.Cl.[CH2:37]([S:39]([CH2:42][CH2:43][CH2:44][N:45]1[CH2:50][CH2:49][NH:48][CH2:47][CH2:46]1)(=[O:41])=[O:40])[CH3:38].C(SCC[CH2:56][OH:57])C.Cl.Cl.CS(CCCN1CCNCC1)(=O)=O, predict the reaction product. The product is: [C:1]([C:5]1[CH:10]=[CH:9][C:8]([C:11]2[N:15]([C:56]([N:48]3[CH2:49][CH2:50][N:45]([CH2:44][CH2:43][CH2:42][S:39]([CH2:37][CH3:38])(=[O:41])=[O:40])[CH2:46][CH2:47]3)=[O:57])[C@@:14]([C:17]3[CH:22]=[CH:21][C:20]([Cl:23])=[CH:19][CH:18]=3)([CH3:16])[C@@:13]([C:25]3[CH:26]=[CH:27][C:28]([Cl:31])=[CH:29][CH:30]=3)([CH3:24])[N:12]=2)=[C:7]([O:32][CH2:33][CH3:34])[CH:6]=1)([CH3:2])([CH3:3])[CH3:4].